Task: Predict the reaction yield, written as a fraction of the theoretical maximum amount of product (1.0 means a 100% yield; for example, 0.34 means a 34% yield).. Dataset: Reaction yield outcomes from USPTO patents with 853,638 reactions (1) The reactants are [Cl-].O[NH3+:3].[C:4](=[O:7])([O-])[OH:5].[Na+].CS(C)=O.[S:13]1[C:17]2[CH:18]=[CH:19][CH:20]=[CH:21][C:16]=2[CH:15]=[C:14]1[CH2:22][N:23]1[C:28](=[O:29])[C:27]([CH2:30][C:31]2[CH:36]=[CH:35][C:34]([C:37]3[C:38]([C:43]#[N:44])=[CH:39][CH:40]=[CH:41][CH:42]=3)=[CH:33][CH:32]=2)=[C:26]([CH2:45][CH2:46][CH2:47][CH3:48])[N:25]=[C:24]1[CH3:49]. The yield is 0.510. The product is [S:13]1[C:17]2[CH:18]=[CH:19][CH:20]=[CH:21][C:16]=2[CH:15]=[C:14]1[CH2:22][N:23]1[C:28](=[O:29])[C:27]([CH2:30][C:31]2[CH:36]=[CH:35][C:34]([C:37]3[CH:42]=[CH:41][CH:40]=[CH:39][C:38]=3[C:43]3[NH:3][C:4](=[O:7])[O:5][N:44]=3)=[CH:33][CH:32]=2)=[C:26]([CH2:45][CH2:46][CH2:47][CH3:48])[N:25]=[C:24]1[CH3:49]. The catalyst is C(OCC)(=O)C. (2) The reactants are [OH:1][CH2:2][C@@H:3]1[N:7]([CH3:8])[C:6](=[O:9])[CH2:5][CH2:4]1.CCN(CC)CC.[CH3:17][S:18](Cl)(=[O:20])=[O:19]. The catalyst is C(Cl)Cl.O. The product is [CH3:17][S:18]([O:1][CH2:2][C@H:3]1[CH2:4][CH2:5][C:6](=[O:9])[N:7]1[CH3:8])(=[O:20])=[O:19]. The yield is 0.760.